Dataset: Peptide-MHC class II binding affinity with 134,281 pairs from IEDB. Task: Regression. Given a peptide amino acid sequence and an MHC pseudo amino acid sequence, predict their binding affinity value. This is MHC class II binding data. (1) The peptide sequence is RKLTELNAELSDK. The MHC is DRB5_0101 with pseudo-sequence DRB5_0101. The binding affinity (normalized) is 0.0265. (2) The peptide sequence is WCPDSMEYNCPNLSP. The MHC is DRB3_0202 with pseudo-sequence DRB3_0202. The binding affinity (normalized) is 0.566. (3) The peptide sequence is KISGEWYSIFLASDVK. The MHC is HLA-DQA10501-DQB10201 with pseudo-sequence HLA-DQA10501-DQB10201. The binding affinity (normalized) is 0.364.